This data is from Forward reaction prediction with 1.9M reactions from USPTO patents (1976-2016). The task is: Predict the product of the given reaction. (1) Given the reactants [CH:1]1([C:7]([C:9]2[CH:14]=[CH:13][C:12]([NH:15][CH2:16][CH2:17][C:18]([NH2:20])=[O:19])=[C:11]([N+:21]([O-])=O)[CH:10]=2)=[O:8])[CH2:6][CH2:5][CH2:4][CH2:3][CH2:2]1.[N:24]#[C:25]Br, predict the reaction product. The product is: [NH2:24][C:25]1[N:15]([CH2:16][CH2:17][C:18]([NH2:20])=[O:19])[C:12]2[CH:13]=[CH:14][C:9]([C:7]([CH:1]3[CH2:6][CH2:5][CH2:4][CH2:3][CH2:2]3)=[O:8])=[CH:10][C:11]=2[N:21]=1. (2) Given the reactants [OH:1][CH2:2][CH2:3][C:4]1[CH:5]=[C:6]([N:10]2[CH2:14][CH2:13][O:12][C:11]2=[O:15])[CH:7]=[CH:8][CH:9]=1.[CH3:16][S:17](Cl)(=[O:19])=[O:18], predict the reaction product. The product is: [CH3:16][S:17]([O:1][CH2:2][CH2:3][C:4]1[CH:9]=[CH:8][CH:7]=[C:6]([N:10]2[CH2:14][CH2:13][O:12][C:11]2=[O:15])[CH:5]=1)(=[O:19])=[O:18].